This data is from Catalyst prediction with 721,799 reactions and 888 catalyst types from USPTO. The task is: Predict which catalyst facilitates the given reaction. Reactant: [NH2:1][CH:2]([C:19]1[CH:24]=[CH:23][C:22]([Cl:25])=[CH:21][CH:20]=1)[C:3]1[C:7]([C:8]#[N:9])=[C:6]([N:10]2[CH2:15][CH2:14][O:13][CH2:12][CH2:11]2)[S:5][C:4]=1[C:16]([OH:18])=O.Cl.O.ON1C2C=CC=CC=2N=N1.Cl.CN(C)CCCN=C=NCC.C(N(CC)C(C)C)(C)C. Product: [Cl:25][C:22]1[CH:23]=[CH:24][C:19]([CH:2]2[NH:1][C:16](=[O:18])[C:4]3[S:5][C:6]([N:10]4[CH2:15][CH2:14][O:13][CH2:12][CH2:11]4)=[C:7]([C:8]#[N:9])[C:3]2=3)=[CH:20][CH:21]=1. The catalyst class is: 512.